From a dataset of Forward reaction prediction with 1.9M reactions from USPTO patents (1976-2016). Predict the product of the given reaction. (1) The product is: [Cl:1][C:2]1[CH:3]=[CH:4][C:5]([C:8]2[S:9][C:10]([CH:13]([O:15][C:19]3[C:24]([CH3:25])([CH3:26])[O:23][C:22]([CH3:28])([CH3:27])[C:21](=[O:29])[CH:20]=3)[CH3:14])=[CH:11][N:12]=2)=[CH:6][CH:7]=1. Given the reactants [Cl:1][C:2]1[CH:7]=[CH:6][C:5]([C:8]2[S:9][C:10]([CH:13]([OH:15])[CH3:14])=[CH:11][N:12]=2)=[CH:4][CH:3]=1.[H-].[Na+].Cl[C:19]1[C:24]([CH3:26])([CH3:25])[O:23][C:22]([CH3:28])([CH3:27])[C:21](=[O:29])[CH:20]=1, predict the reaction product. (2) Given the reactants [P:1]([O:19][C:20]1[CH:25]=[CH:24][CH:23]=[C:22]([C@@H:26]2[CH:30]=[C:29]([C:31]3[CH:36]=[C:35]([F:37])[CH:34]=[CH:33][C:32]=3[F:38])[CH2:28][N:27]2[C:39]([N:41]([CH3:43])[CH3:42])=[O:40])[CH:21]=1)([O:11]CC1C=CC=CC=1)([O:3]CC1C=CC=CC=1)=[O:2].C1CCC=CC=1, predict the reaction product. The product is: [P:1]([OH:11])([OH:3])([O:19][C:20]1[CH:25]=[CH:24][CH:23]=[C:22]([C@@H:26]2[CH:30]=[C:29]([C:31]3[CH:36]=[C:35]([F:37])[CH:34]=[CH:33][C:32]=3[F:38])[CH2:28][N:27]2[C:39]([N:41]([CH3:42])[CH3:43])=[O:40])[CH:21]=1)=[O:2]. (3) Given the reactants [CH2:1]([C:3]1[C:8]([O:9][C:10]2[CH:15]=[CH:14][N:13]=[C:12]([C:16]3[S:20][C:19]([CH3:21])=[N:18][CH:17]=3)[CH:11]=2)=[CH:7][CH:6]=[C:5]([N+:22]([O-])=O)[N:4]=1)[CH3:2], predict the reaction product. The product is: [CH2:1]([C:3]1[N:4]=[C:5]([NH2:22])[CH:6]=[CH:7][C:8]=1[O:9][C:10]1[CH:15]=[CH:14][N:13]=[C:12]([C:16]2[S:20][C:19]([CH3:21])=[N:18][CH:17]=2)[CH:11]=1)[CH3:2].